Dataset: Reaction yield outcomes from USPTO patents with 853,638 reactions. Task: Predict the reaction yield, written as a fraction of the theoretical maximum amount of product (1.0 means a 100% yield; for example, 0.34 means a 34% yield). (1) The reactants are [O:1]1[C:6]2[CH:7]=[CH:8][C:9]([C:11]([C:13]3[CH:22]=[CH:21][C:16]4[O:17][CH2:18][CH2:19][O:20][C:15]=4[CH:14]=3)=O)=[CH:10][C:5]=2[O:4][CH2:3][CH2:2]1.C(OP([CH2:31][C:32]#[N:33])(=O)OCC)C.C[Si]([N-][Si](C)(C)C)(C)C.[Li+].O1C2C=CC(C(C3C=C(OC)C=C(OC)C=3)=CC#N)=CC=2OCC1. The catalyst is C1COCC1. The product is [O:1]1[C:6]2[CH:7]=[CH:8][C:9]([C:11]([C:13]3[CH:22]=[CH:21][C:16]4[O:17][CH2:18][CH2:19][O:20][C:15]=4[CH:14]=3)=[CH:31][C:32]#[N:33])=[CH:10][C:5]=2[O:4][CH2:3][CH2:2]1. The yield is 0.750. (2) The reactants are C(N(CC)CC)C.[CH:8]#[C:9][CH2:10][CH2:11][CH3:12].[C:13]([C:16]1[C:24]2[C:19](=[N:20][CH:21]=[CH:22][C:23]=2Cl)[N:18]([S:26]([C:29]2[CH:34]=[CH:33][CH:32]=[CH:31][CH:30]=2)(=[O:28])=[O:27])[CH:17]=1)(=[O:15])[CH3:14]. The catalyst is CN(C=O)C.[NH4+].[OH-].C(Cl)Cl.Cl[Pd](Cl)([P](C1C=CC=CC=1)(C1C=CC=CC=1)C1C=CC=CC=1)[P](C1C=CC=CC=1)(C1C=CC=CC=1)C1C=CC=CC=1.[Cu]I. The product is [C:13]([C:16]1[C:24]2[C:19](=[N:20][CH:21]=[CH:22][C:23]=2[C:8]#[C:9][CH2:10][CH2:11][CH3:12])[N:18]([S:26]([C:29]2[CH:34]=[CH:33][CH:32]=[CH:31][CH:30]=2)(=[O:28])=[O:27])[CH:17]=1)(=[O:15])[CH3:14]. The yield is 0.670. (3) The reactants are [F:1][C:2]1[CH:10]=[C:9]([F:11])[CH:8]=[CH:7][C:3]=1[C:4]([OH:6])=[O:5].[CH3:12][C:13](OC(OC(O[C:13]([CH3:15])([CH3:14])[CH3:12])=O)=O)([CH3:15])[CH3:14]. The catalyst is ClCCl.CC(O)(C)C. The product is [C:13]([O:5][C:4](=[O:6])[C:3]1[CH:7]=[CH:8][C:9]([F:11])=[CH:10][C:2]=1[F:1])([CH3:15])([CH3:14])[CH3:12]. The yield is 0.840. (4) The reactants are C(OC([N:8](C(OC(C)(C)C)=O)[C:9]1[N:10]=[CH:11][C:12]([C:21]2[CH:22]=[N:23][N:24]([C@H:26]3[CH2:31][CH2:30][C@H:29]([O:32][Si](C(C)(C)C)(C)C)[CH2:28][CH2:27]3)[CH:25]=2)=[C:13]2[CH:17]=[C:16](B(O)O)[O:15][C:14]=12)=O)(C)(C)C.I[C:48]1[CH:53]=[CH:52][CH:51]=[CH:50][CH:49]=1.C(=O)([O-])[O-].[K+].[K+].Cl. The catalyst is C1C=CC([P]([Pd]([P](C2C=CC=CC=2)(C2C=CC=CC=2)C2C=CC=CC=2)([P](C2C=CC=CC=2)(C2C=CC=CC=2)C2C=CC=CC=2)[P](C2C=CC=CC=2)(C2C=CC=CC=2)C2C=CC=CC=2)(C2C=CC=CC=2)C2C=CC=CC=2)=CC=1.O.O1CCOCC1. The product is [NH2:8][C:9]1[N:10]=[CH:11][C:12]([C:21]2[CH:22]=[N:23][N:24]([C@H:26]3[CH2:27][CH2:28][C@H:29]([OH:32])[CH2:30][CH2:31]3)[CH:25]=2)=[C:13]2[CH:17]=[C:16]([C:48]3[CH:53]=[CH:52][CH:51]=[CH:50][CH:49]=3)[O:15][C:14]=12. The yield is 0.300.